Dataset: Peptide-MHC class I binding affinity with 185,985 pairs from IEDB/IMGT. Task: Regression. Given a peptide amino acid sequence and an MHC pseudo amino acid sequence, predict their binding affinity value. This is MHC class I binding data. (1) The peptide sequence is RREGGGAVR. The MHC is HLA-B27:05 with pseudo-sequence HLA-B27:05. The binding affinity (normalized) is 0.314. (2) The peptide sequence is ATAAAAAAK. The MHC is HLA-A24:02 with pseudo-sequence HLA-A24:02. The binding affinity (normalized) is 0.149. (3) The peptide sequence is YSRPWNWTF. The MHC is HLA-A30:01 with pseudo-sequence HLA-A30:01. The binding affinity (normalized) is 0.0847. (4) The peptide sequence is LPVNVAFEL. The MHC is Patr-B1301 with pseudo-sequence Patr-B1301. The binding affinity (normalized) is 1.00. (5) The peptide sequence is STSAFIDTIK. The MHC is HLA-A33:01 with pseudo-sequence HLA-A33:01. The binding affinity (normalized) is 0.00549. (6) The peptide sequence is RPMTYKAAV. The MHC is HLA-A68:01 with pseudo-sequence HLA-A68:01. The binding affinity (normalized) is 0.